Dataset: Catalyst prediction with 721,799 reactions and 888 catalyst types from USPTO. Task: Predict which catalyst facilitates the given reaction. (1) Reactant: [Cl:1][C:2]1[CH:20]=[C:19]([F:21])[CH:18]=[CH:17][C:3]=1[C:4]([NH:6][C:7]1[CH:12]=[CH:11][C:10]([F:13])=[C:9]([N+:14]([O-])=O)[CH:8]=1)=[O:5].O.O.Cl[Sn]Cl.Cl.[OH-].[Na+]. Product: [NH2:14][C:9]1[CH:8]=[C:7]([NH:6][C:4](=[O:5])[C:3]2[CH:17]=[CH:18][C:19]([F:21])=[CH:20][C:2]=2[Cl:1])[CH:12]=[CH:11][C:10]=1[F:13]. The catalyst class is: 8. (2) Reactant: [CH3:1][C:2]1[S:6][N:5]=[N:4][C:3]=1[C:7](=[N:14][O:15][CH2:16][C:17]1[N:18]=[C:19]([NH2:22])[S:20][CH:21]=1)[C:8]1[CH:13]=[CH:12][CH:11]=[CH:10][CH:9]=1.N1C=CC=CC=1.[O:29]1[C:34]2[CH:35]=[CH:36][CH:37]=[CH:38][C:33]=2[O:32][CH2:31][CH:30]1[C:39](Cl)=[O:40].C(=O)(O)[O-].[Na+]. Product: [CH3:1][C:2]1[S:6][N:5]=[N:4][C:3]=1[C:7](=[N:14][O:15][CH2:16][C:17]1[N:18]=[C:19]([NH:22][C:39]([CH:30]2[O:29][C:34]3[CH:35]=[CH:36][CH:37]=[CH:38][C:33]=3[O:32][CH2:31]2)=[O:40])[S:20][CH:21]=1)[C:8]1[CH:9]=[CH:10][CH:11]=[CH:12][CH:13]=1. The catalyst class is: 155. (3) Reactant: C([O:5][C:6](=[O:22])[CH2:7][C:8](=[O:21])[CH2:9][CH:10](O)[CH2:11][CH2:12][C:13]1[CH:18]=[CH:17][C:16]([F:19])=[CH:15][CH:14]=1)(C)(C)C.C(O)(C(F)(F)F)=O. Product: [F:19][C:16]1[CH:15]=[CH:14][C:13]([CH2:12][CH2:11][CH:10]2[O:22][C:6](=[O:5])[CH2:7][C:8](=[O:21])[CH2:9]2)=[CH:18][CH:17]=1. The catalyst class is: 2. (4) Reactant: [CH2:1]([O:3][CH2:4][C:5]1([OH:18])[CH2:10][CH2:9][N:8](C(OC(C)(C)C)=O)[CH2:7][CH2:6]1)[CH3:2].C(O)(C(F)(F)F)=O. Product: [CH2:1]([O:3][CH2:4][C:5]1([OH:18])[CH2:6][CH2:7][NH:8][CH2:9][CH2:10]1)[CH3:2]. The catalyst class is: 2. (5) Reactant: [CH:1]([O:4][C:5]1[CH:9]=[C:8]([C:10]([O:12][CH3:13])=[O:11])[NH:7][N:6]=1)([CH3:3])[CH3:2].C(=O)([O-])[O-].[K+].[K+].CN(C)C=O.[Cl:25][C:26]1[C:27]([CH2:36]Cl)=[N:28][CH:29]=[C:30]([C:32]([F:35])([F:34])[F:33])[CH:31]=1. Product: [Cl:25][C:26]1[C:27]([CH2:36][N:7]2[C:8]([C:10]([O:12][CH3:13])=[O:11])=[CH:9][C:5]([O:4][CH:1]([CH3:3])[CH3:2])=[N:6]2)=[N:28][CH:29]=[C:30]([C:32]([F:34])([F:33])[F:35])[CH:31]=1. The catalyst class is: 84. (6) Reactant: [N+:1]([C:4]1[C:12]2[S:11][C:10]([NH2:13])=[N:9][C:8]=2[CH:7]=[CH:6][CH:5]=1)([O-:3])=[O:2].[CH3:14][C:15]1[CH:23]=[C:22]([CH3:24])[CH:21]=[C:20]([CH3:25])[C:16]=1[C:17](Cl)=[O:18]. Product: [CH3:14][C:15]1[CH:23]=[C:22]([CH3:24])[CH:21]=[C:20]([CH3:25])[C:16]=1[C:17]([NH:13][C:10]1[S:11][C:12]2[C:4]([N+:1]([O-:3])=[O:2])=[CH:5][CH:6]=[CH:7][C:8]=2[N:9]=1)=[O:18]. The catalyst class is: 17. (7) Reactant: [H][H].[CH:3]1([N:7]2[CH2:12][CH2:11][CH:10]([O:13][C:14]3[CH:19]=[CH:18][C:17]([N+:20]([O-])=O)=[CH:16][CH:15]=3)[CH2:9][CH2:8]2)[CH2:6][CH2:5][CH2:4]1. Product: [CH:3]1([N:7]2[CH2:12][CH2:11][CH:10]([O:13][C:14]3[CH:15]=[CH:16][C:17]([NH2:20])=[CH:18][CH:19]=3)[CH2:9][CH2:8]2)[CH2:6][CH2:5][CH2:4]1. The catalyst class is: 19. (8) Reactant: Cl.[NH2:2]O.C([O-])(=O)C.[Na+].[O:9]1[CH2:14][CH2:13][C:12](=O)[CH2:11][CH2:10]1.[N:16]1[O:17][N:18]=[C:19]2[CH:24]=[C:23]([C:25](Cl)=[O:26])[CH:22]=[CH:21][C:20]=12. Product: [O:9]1[CH2:14][CH2:13][CH:12]([NH:2][C:25]([C:23]2[CH:22]=[CH:21][C:20]3=[N:16][O:17][N:18]=[C:19]3[CH:24]=2)=[O:26])[CH2:11][CH2:10]1. The catalyst class is: 412.